Dataset: Full USPTO retrosynthesis dataset with 1.9M reactions from patents (1976-2016). Task: Predict the reactants needed to synthesize the given product. (1) Given the product [C:1]([C:5]1[O:9][N:8]=[C:7]([NH:10][C:11]([NH:13][C:14]2[CH:19]=[CH:18][CH:17]=[C:16]([S:20][C:22]3[C:31]4[C:26](=[CH:27][CH:28]=[C:29]([O:32][CH2:33][CH2:34][O:35][CH3:36])[CH:30]=4)[N:25]=[CH:24][N:23]=3)[CH:15]=2)=[O:12])[CH:6]=1)([CH3:4])([CH3:2])[CH3:3], predict the reactants needed to synthesize it. The reactants are: [C:1]([C:5]1[O:9][N:8]=[C:7]([NH:10][C:11]([NH:13][C:14]2[CH:19]=[CH:18][CH:17]=[C:16]([SH:20])[CH:15]=2)=[O:12])[CH:6]=1)([CH3:4])([CH3:3])[CH3:2].Cl[C:22]1[C:31]2[C:26](=[CH:27][CH:28]=[C:29]([O:32][CH2:33][CH2:34][O:35][CH3:36])[CH:30]=2)[N:25]=[CH:24][N:23]=1. (2) Given the product [CH3:1][N:2]([CH2:4][CH:5]([C:14]1([OH:20])[CH2:19][CH2:18][CH2:17][CH2:16][CH2:15]1)[C:6]1[CH:7]=[CH:8][C:9]([O:12][CH3:13])=[CH:10][CH:11]=1)[CH3:3].[ClH:28], predict the reactants needed to synthesize it. The reactants are: [CH3:1][N:2]([CH2:4][CH:5]([C:14]1([OH:20])[CH2:19][CH2:18][CH2:17][CH2:16][CH2:15]1)[C:6]1[CH:7]=[CH:8][C:9]([O:12][CH3:13])=[CH:10][CH:11]=1)[CH3:3].C(OC(C)C)(=O)C.[ClH:28].